This data is from Reaction yield outcomes from USPTO patents with 853,638 reactions. The task is: Predict the reaction yield, written as a fraction of the theoretical maximum amount of product (1.0 means a 100% yield; for example, 0.34 means a 34% yield). (1) The reactants are [CH2:1]([O:8][C:9](=[CH:12]N(C)C)[CH:10]=O)[C:2]1[CH:7]=[CH:6][CH:5]=[CH:4][CH:3]=1.Cl.[NH2:17][C:18]([NH2:20])=[NH:19].[H-].[Na+].O. The catalyst is CN1CCCC1=O. The product is [CH2:1]([O:8][C:9]1[CH:10]=[N:19][C:18]([NH2:20])=[N:17][CH:12]=1)[C:2]1[CH:7]=[CH:6][CH:5]=[CH:4][CH:3]=1. The yield is 0.650. (2) The catalyst is C(OCC)(=O)C. The reactants are Br[CH2:2][C:3]1[CH:19]=[CH:18][C:6]2[NH:7][C:8](=[O:17])[C:9]3[CH:15]=[CH:14][C:13]([Cl:16])=[CH:12][C:10]=3[NH:11][C:5]=2[CH:4]=1.[CH3:20][N:21]([CH3:26])[CH2:22][CH2:23][NH:24][CH3:25]. The yield is 0.590. The product is [Cl:16][C:13]1[CH:14]=[CH:15][C:9]2[C:8](=[O:17])[NH:7][C:6]3[CH:18]=[CH:19][C:3]([CH2:2][N:24]([CH2:23][CH2:22][N:21]([CH3:26])[CH3:20])[CH3:25])=[CH:4][C:5]=3[NH:11][C:10]=2[CH:12]=1. (3) The reactants are CO.C[O-].[Na+].[N+:6]([C:9]1[CH:10]=[C:11]2[C:15](=[CH:16][CH:17]=1)[NH:14][CH:13]=[CH:12]2)([O-:8])=[O:7].[C:18]([O:22][C:23]([N:25]1[CH2:30][CH2:29][C:28](=O)[CH2:27][CH2:26]1)=[O:24])([CH3:21])([CH3:20])[CH3:19]. The catalyst is ClCCl. The product is [C:18]([O:22][C:23]([N:25]1[CH2:26][CH:27]=[C:28]([C:12]2[C:11]3[C:15](=[CH:16][CH:17]=[C:9]([N+:6]([O-:8])=[O:7])[CH:10]=3)[NH:14][CH:13]=2)[CH2:29][CH2:30]1)=[O:24])([CH3:21])([CH3:19])[CH3:20]. The yield is 0.790.